This data is from Peptide-MHC class II binding affinity with 134,281 pairs from IEDB. The task is: Regression. Given a peptide amino acid sequence and an MHC pseudo amino acid sequence, predict their binding affinity value. This is MHC class II binding data. (1) The peptide sequence is ERIFKRFDTNGDGKI. The MHC is HLA-DPA10103-DPB10301 with pseudo-sequence HLA-DPA10103-DPB10301. The binding affinity (normalized) is 0.329. (2) The peptide sequence is AKPDGKTDCTKEVEE. The MHC is DRB1_1001 with pseudo-sequence DRB1_1001. The binding affinity (normalized) is 0.